Dataset: Forward reaction prediction with 1.9M reactions from USPTO patents (1976-2016). Task: Predict the product of the given reaction. (1) Given the reactants [F:1][C:2]1([F:36])[CH2:5][CH:4]([CH2:6][O:7][CH2:8][C:9]2[CH:14]=[C:13]([C:15]([O:17]CC)=[CH2:16])[N:12]=[C:11]([NH:20][C:21]3[CH:26]=[CH:25][C:24]([C:27]4[CH:32]=[C:31]([CH3:33])[N:30]=[N:29][CH:28]=4)=[C:23]([O:34][CH3:35])[CH:22]=3)[N:10]=2)[CH2:3]1.O.Cl, predict the reaction product. The product is: [F:36][C:2]1([F:1])[CH2:5][CH:4]([CH2:6][O:7][CH2:8][C:9]2[N:10]=[C:11]([NH:20][C:21]3[CH:26]=[CH:25][C:24]([C:27]4[CH:32]=[C:31]([CH3:33])[N:30]=[N:29][CH:28]=4)=[C:23]([O:34][CH3:35])[CH:22]=3)[N:12]=[C:13]([C:15](=[O:17])[CH3:16])[CH:14]=2)[CH2:3]1. (2) Given the reactants [C:1]1([C@@H:7]([OH:21])[CH2:8][CH2:9]OS(C2C=CC(C)=CC=2)(=O)=O)[CH:6]=[CH:5][CH:4]=[CH:3][CH:2]=1.[F:22][C:23]1[CH:28]=[CH:27][C:26]([S:29]([CH2:32][CH2:33][CH:34]2[CH2:39][CH2:38][NH:37][CH2:36][CH2:35]2)(=[O:31])=[O:30])=[CH:25][CH:24]=1.C(=O)([O-])[O-].[K+].[K+], predict the reaction product. The product is: [OH:21][CH:7]([C:1]1[CH:2]=[CH:3][CH:4]=[CH:5][CH:6]=1)[CH2:8][CH2:9][N:37]1[CH2:38][CH2:39][CH:34]([CH2:33][CH2:32][S:29]([C:26]2[CH:25]=[CH:24][C:23]([F:22])=[CH:28][CH:27]=2)(=[O:31])=[O:30])[CH2:35][CH2:36]1. (3) The product is: [C:1]([C:3]1[CH:11]=[CH:10][CH:9]=[C:8]2[C:4]=1[CH2:5][CH2:6][C@H:7]2[NH:12][S@@:13]([C:15]([CH3:18])([CH3:17])[CH3:16])=[O:14])#[N:2]. Given the reactants [C:1]([C:3]1[CH:11]=[CH:10][CH:9]=[C:8]2[C:4]=1[CH2:5][CH2:6][C:7]2=[N:12][S@@:13]([C:15]([CH3:18])([CH3:17])[CH3:16])=[O:14])#[N:2].[BH4-].[Na+], predict the reaction product. (4) Given the reactants [F:1][C:2]([F:20])([F:19])[C:3]([NH:5][C:6]1[CH:11]=[C:10]([C:12]#[C:13][Si](C)(C)C)[CH:9]=[CH:8][C:7]=1[F:18])=[O:4].CCCC[N+](CCCC)(CCCC)CCCC.[F-], predict the reaction product. The product is: [C:12]([C:10]1[CH:9]=[CH:8][C:7]([F:18])=[C:6]([NH:5][C:3](=[O:4])[C:2]([F:1])([F:19])[F:20])[CH:11]=1)#[CH:13].